This data is from Forward reaction prediction with 1.9M reactions from USPTO patents (1976-2016). The task is: Predict the product of the given reaction. (1) Given the reactants C1CN([P+](ON2N=NC3C=CC=CC2=3)(N2CCCC2)N2CCCC2)CC1.F[P-](F)(F)(F)(F)F.[C:34]([O:38][C:39]([NH:41][C:42]1[S:46][C:45]([C:47]2[C:52]([F:53])=[CH:51][CH:50]=[CH:49][C:48]=2[F:54])=[N:44][C:43]=1[C:55](O)=[O:56])=[O:40])([CH3:37])([CH3:36])[CH3:35].[NH2:58][C:59]1[CH:60]=[N:61][N:62]([CH3:79])[C:63]=1[N:64]1[CH2:70][CH2:69][CH2:68][CH:67]([NH:71][C:72](=[O:77])[C:73]([F:76])([F:75])[F:74])[CH:66]([F:78])[CH2:65]1.CCN(C(C)C)C(C)C, predict the reaction product. The product is: [F:54][C:48]1[CH:49]=[CH:50][CH:51]=[C:52]([F:53])[C:47]=1[C:45]1[S:46][C:42]([NH:41][C:39](=[O:40])[O:38][C:34]([CH3:36])([CH3:37])[CH3:35])=[C:43]([C:55](=[O:56])[NH:58][C:59]2[CH:60]=[N:61][N:62]([CH3:79])[C:63]=2[N:64]2[CH2:70][CH2:69][CH2:68][CH:67]([NH:71][C:72](=[O:77])[C:73]([F:74])([F:75])[F:76])[CH:66]([F:78])[CH2:65]2)[N:44]=1. (2) The product is: [CH2:1]([C:3]1[C:4]([CH:17]([OH:18])[CH3:19])=[N:5][N:6]([CH3:16])[C:7]=1[O:8][C:9]1[CH:14]=[CH:13][C:12]([CH3:15])=[CH:11][CH:10]=1)[CH3:2]. Given the reactants [CH2:1]([C:3]1[C:4]([CH:17]=[O:18])=[N:5][N:6]([CH3:16])[C:7]=1[O:8][C:9]1[CH:14]=[CH:13][C:12]([CH3:15])=[CH:11][CH:10]=1)[CH3:2].[CH3:19][Mg+].[Br-], predict the reaction product. (3) Given the reactants [CH3:1][O:2][C:3]1[CH:4]=[C:5]([C:9]2([C:21]3[CH:26]=[CH:25][CH:24]=[C:23]([O:27][CH3:28])[CH:22]=3)[O:13][C:12]3[CH:14]=[CH:15][C:16]([C:18]([OH:20])=O)=[CH:17][C:11]=3[O:10]2)[CH:6]=[CH:7][CH:8]=1.[NH:29]1[CH2:34][CH2:33][CH2:32][CH2:31][CH2:30]1, predict the reaction product. The product is: [CH3:1][O:2][C:3]1[CH:4]=[C:5]([C:9]2([C:21]3[CH:26]=[CH:25][CH:24]=[C:23]([O:27][CH3:28])[CH:22]=3)[O:13][C:12]3[CH:14]=[CH:15][C:16]([C:18]([N:29]4[CH2:34][CH2:33][CH2:32][CH2:31][CH2:30]4)=[O:20])=[CH:17][C:11]=3[O:10]2)[CH:6]=[CH:7][CH:8]=1. (4) Given the reactants [N:1]([CH2:4][C@H:5]([OH:22])[CH2:6][N:7]1[C:13]2[CH:14]=[CH:15][CH:16]=[CH:17][C:12]=2[CH2:11][CH2:10][C:9]2[CH:18]=[CH:19][CH:20]=[CH:21][C:8]1=2)=[N+]=[N-].C1C=CC(P(C2C=CC=CC=2)C2C=CC=CC=2)=CC=1, predict the reaction product. The product is: [NH2:1][CH2:4][C@H:5]([OH:22])[CH2:6][N:7]1[C:8]2[CH:21]=[CH:20][CH:19]=[CH:18][C:9]=2[CH2:10][CH2:11][C:12]2[CH:17]=[CH:16][CH:15]=[CH:14][C:13]1=2. (5) Given the reactants [Cl:1][C:2]1[CH:3]=[CH:4][C:5]2[NH:11]/[C:10](=[N:12]\[NH2:13])/[CH:9]([CH2:14][C:15]3[O:16][C:17]([CH2:20][CH2:21][C:22]([O:24][CH3:25])=[O:23])=[CH:18][N:19]=3)[CH2:8][CH:7]([C:26]3[CH:31]=[CH:30][CH:29]=[C:28]([O:32][CH3:33])[C:27]=3[O:34][CH3:35])[C:6]=2[CH:36]=1.[C:37](O[C:37](=O)[CH:38]([CH3:40])[CH3:39])(=O)[CH:38]([CH3:40])[CH3:39].C(O)(=O)C(C)C.C1(C)C=CC=CC=1, predict the reaction product. The product is: [Cl:1][C:2]1[CH:3]=[CH:4][C:5]2[N:11]3[C:37]([CH:38]([CH3:40])[CH3:39])=[N:13][N:12]=[C:10]3[CH:9]([CH2:14][C:15]3[O:16][C:17]([CH2:20][CH2:21][C:22]([O:24][CH3:25])=[O:23])=[CH:18][N:19]=3)[CH2:8][CH:7]([C:26]3[CH:31]=[CH:30][CH:29]=[C:28]([O:32][CH3:33])[C:27]=3[O:34][CH3:35])[C:6]=2[CH:36]=1. (6) Given the reactants [Br:1][C:2]1[CH:3]=[C:4]2[C:8](=[CH:9][CH:10]=1)[NH:7][C:6]([C:11]([NH2:13])=[O:12])=[CH:5]2.[C:14]1([S:20][S:20][C:14]2[CH:19]=[CH:18][CH:17]=[CH:16][CH:15]=2)[CH:19]=[CH:18][CH:17]=[CH:16][CH:15]=1, predict the reaction product. The product is: [Br:1][C:2]1[CH:3]=[C:4]2[C:8](=[CH:9][CH:10]=1)[NH:7][C:6]([C:11]([NH2:13])=[O:12])=[C:5]2[S:20][C:14]1[CH:19]=[CH:18][CH:17]=[CH:16][CH:15]=1. (7) Given the reactants C(OC(=O)NC1(C(=O)N[C@@H](CC2C=CC(C3C=CC(F)=CC=3)=CC=2)C(N)=O)CCOCC1)(C)(C)C.[NH2:36][C:37](=O)[C@@H:38]([NH:58][C:59]([C:61]1([NH:67][C:68](=[O:74])[O:69][C:70]([CH3:73])([CH3:72])[CH3:71])[CH2:66][CH2:65][O:64][CH2:63][CH2:62]1)=[O:60])[CH2:39][C:40]1[CH:45]=[CH:44][C:43]([C:46]2[CH:51]=[CH:50][C:49]([S:52]([CH:55]([CH3:57])[CH3:56])(=[O:54])=[O:53])=[CH:48][CH:47]=2)=[CH:42][CH:41]=1.CC[N+](S(N=C(OC)[O-])(=O)=O)(CC)CC, predict the reaction product. The product is: [C:37]([C@@H:38]([NH:58][C:59]([C:61]1([NH:67][C:68](=[O:74])[O:69][C:70]([CH3:71])([CH3:73])[CH3:72])[CH2:66][CH2:65][O:64][CH2:63][CH2:62]1)=[O:60])[CH2:39][C:40]1[CH:45]=[CH:44][C:43]([C:46]2[CH:51]=[CH:50][C:49]([S:52]([CH:55]([CH3:57])[CH3:56])(=[O:54])=[O:53])=[CH:48][CH:47]=2)=[CH:42][CH:41]=1)#[N:36].